This data is from Full USPTO retrosynthesis dataset with 1.9M reactions from patents (1976-2016). The task is: Predict the reactants needed to synthesize the given product. (1) The reactants are: [N+:1]([C:4]1[CH:9]=[CH:8][C:7](/[C:10](/[C:15]2[CH:20]=[CH:19][CH:18]=[CH:17][CH:16]=2)=[CH:11]/[C:12](O)=[O:13])=[CH:6][CH:5]=1)([O-:3])=[O:2].B.C1COCC1.Cl.CCOC(C)=O.CCCCCC. Given the product [N+:1]([C:4]1[CH:5]=[CH:6][C:7](/[C:10](/[C:15]2[CH:16]=[CH:17][CH:18]=[CH:19][CH:20]=2)=[CH:11]/[CH2:12][OH:13])=[CH:8][CH:9]=1)([O-:3])=[O:2], predict the reactants needed to synthesize it. (2) Given the product [Br:1][C:2]1[CH:3]=[C:4]2[C:8](=[CH:9][CH:10]=1)[NH:7][C:6](=[O:11])[C:5]2([O:13][CH3:14])[CH3:12], predict the reactants needed to synthesize it. The reactants are: [Br:1][C:2]1[CH:3]=[C:4]2[C:8](=[CH:9][CH:10]=1)[NH:7][C:6](=[O:11])[C:5]2([OH:13])[CH3:12].[CH3:14]C(C)([O-])C.[K+].COS(C1C=CC(C)=CC=1)(=O)=O.[Cl-].[NH4+]. (3) Given the product [CH3:28][S:29]([O:1][CH2:2][CH2:3][C:4]#[C:5][C:6]1[CH:11]=[CH:10][C:9]([C:12]2[N:13]=[C:14]3[CH:19]=[C:18]([CH3:20])[CH:17]=[CH:16][N:15]3[CH:21]=2)=[CH:8][CH:7]=1)(=[O:31])=[O:30], predict the reactants needed to synthesize it. The reactants are: [OH:1][CH2:2][CH2:3][C:4]#[C:5][C:6]1[CH:11]=[CH:10][C:9]([C:12]2[N:13]=[C:14]3[CH:19]=[C:18]([CH3:20])[CH:17]=[CH:16][N:15]3[CH:21]=2)=[CH:8][CH:7]=1.N1C=CC=CC=1.[CH3:28][S:29](Cl)(=[O:31])=[O:30]. (4) Given the product [C:33]1([SH+:39]([C:47]2[CH:52]=[CH:51][CH:50]=[CH:49][CH:48]=2)([F:22])[C:40]2[CH:45]=[CH:44][CH:43]=[CH:42][CH:41]=2)[CH:38]=[CH:37][CH:36]=[CH:35][CH:34]=1.[C:2]12([CH2:12][CH:13]([OH:24])[CH2:14][O:15][CH2:16][C:17]([F:22])([F:23])[S:18]([O-:21])(=[O:20])=[O:19])[CH2:11][CH:6]3[CH2:7][CH:8]([CH2:10][CH:4]([CH2:5]3)[CH2:3]1)[CH2:9]2, predict the reactants needed to synthesize it. The reactants are: [Na+].[C:2]12([CH2:12][CH:13]([OH:24])[CH2:14][O:15][CH2:16][C:17]([F:23])([F:22])[S:18]([O-:21])(=[O:20])=[O:19])[CH2:11][CH:6]3[CH2:7][CH:8]([CH2:10][CH:4]([CH2:5]3)[CH2:3]1)[CH2:9]2.FC(F)(F)S([O-])(=O)=O.[C:33]1([SH+:39]([C:47]2[CH:52]=[CH:51][CH:50]=[CH:49][CH:48]=2)(C)[C:40]2[CH:45]=[CH:44][CH:43]=[CH:42][CH:41]=2)[CH:38]=[CH:37][CH:36]=[CH:35][CH:34]=1. (5) Given the product [CH3:12][O:11][C:8]1[CH:9]=[CH:10][C:5]([CH2:4][O:11][CH2:8][CH2:7][C:6]#[C:5][CH3:4])=[CH:6][CH:7]=1, predict the reactants needed to synthesize it. The reactants are: [H-].[Na+].Cl[CH2:4][C:5]1[CH:10]=[CH:9][C:8]([O:11][CH3:12])=[CH:7][CH:6]=1.[I-].[Na+]. (6) Given the product [CH:34]1[C:35]2[N:36]([C:2]3[CH:3]=[CH:4][C:5]4[N:6]([S:15]([C:18]5[CH:23]=[CH:22][C:21]([CH3:24])=[CH:20][CH:19]=5)(=[O:17])=[O:16])[C:7]5[C:12]([C:13]=4[CH:14]=3)=[CH:11][CH:10]=[CH:9][CH:8]=5)[C:37]3[C:29](=[CH:28][CH:27]=[CH:26][CH:25]=3)[C:30]=2[CH:31]=[CH:32][CH:33]=1, predict the reactants needed to synthesize it. The reactants are: I[C:2]1[CH:3]=[CH:4][C:5]2[N:6]([S:15]([C:18]3[CH:23]=[CH:22][C:21]([CH3:24])=[CH:20][CH:19]=3)(=[O:17])=[O:16])[C:7]3[C:12]([C:13]=2[CH:14]=1)=[CH:11][CH:10]=[CH:9][CH:8]=3.[CH:25]1[C:37]2[NH:36][C:35]3[C:30](=[CH:31][CH:32]=[CH:33][CH:34]=3)[C:29]=2[CH:28]=[CH:27][CH:26]=1.N[C@@H]1CCCC[C@H]1N.[O-]P([O-])([O-])=O.[K+].[K+].[K+]. (7) Given the product [F:10][C:11]1[CH:16]=[CH:15][CH:14]=[CH:13][C:12]=1[CH2:17][CH:18]=[O:19], predict the reactants needed to synthesize it. The reactants are: CC(C[AlH]CC(C)C)C.[F:10][C:11]1[CH:16]=[CH:15][CH:14]=[CH:13][C:12]=1[CH2:17][C:18](OCC)=[O:19].CO.Cl.